From a dataset of Full USPTO retrosynthesis dataset with 1.9M reactions from patents (1976-2016). Predict the reactants needed to synthesize the given product. (1) Given the product [Br:1][C:2]1[C:3]2[O:10][C:18]([C:19]([OH:21])=[O:20])=[CH:5][C:4]=2[CH:7]=[CH:8][CH:9]=1, predict the reactants needed to synthesize it. The reactants are: [Br:1][C:2]1[C:3]([OH:10])=[C:4]([CH:7]=[CH:8][CH:9]=1)[CH:5]=O.C(=O)([O-])[O-].[K+].[K+].Cl[CH2:18][C:19]([O:21]C)=[O:20].[OH-].[K+]. (2) Given the product [Cl:1][C:2]1[C:7]([CH2:8][C:9](=[NH:10])[O:13][CH2:11][CH3:12])=[CH:6][CH:5]=[CH:4][N:3]=1, predict the reactants needed to synthesize it. The reactants are: [Cl:1][C:2]1[C:7]([CH2:8][C:9]#[N:10])=[CH:6][CH:5]=[CH:4][N:3]=1.[CH2:11]([OH:13])[CH3:12].Cl.